Predict the reactants needed to synthesize the given product. From a dataset of Full USPTO retrosynthesis dataset with 1.9M reactions from patents (1976-2016). (1) Given the product [ClH:1].[NH2:13][C@@H:9]([C:4]1[CH:5]=[CH:6][C:7]([F:8])=[C:2]([Cl:1])[CH:3]=1)[CH2:10][C:11]#[N:12], predict the reactants needed to synthesize it. The reactants are: [Cl:1][C:2]1[CH:3]=[C:4]([C@H:9]([NH:13]C(=O)OC(C)(C)C)[CH2:10][C:11]#[N:12])[CH:5]=[CH:6][C:7]=1[F:8].Cl. (2) Given the product [CH3:1][N:2]1[C:6]([C:27]2[CH:28]=[C:29]3[C:33](=[CH:34][CH:35]=2)[NH:32][C:31](=[O:36])[CH2:30]3)=[CH:5][C:4]([CH3:15])=[N:3]1, predict the reactants needed to synthesize it. The reactants are: [CH3:1][N:2]1[C:6](OS(C(F)(F)F)(=O)=O)=[CH:5][C:4]([C:15](F)(F)F)=[N:3]1.CC1(C)C(C)(C)OB([C:27]2[CH:28]=[C:29]3[C:33](=[CH:34][CH:35]=2)[NH:32][C:31](=[O:36])[CH2:30]3)O1. (3) Given the product [CH3:22][C:23]1([CH3:39])[C:27]([CH3:29])([CH3:28])[O:26][B:25]([C:2]2[CH:7]=[CH:6][C:5]([NH:8][CH:9]3[CH2:14][CH2:13][N:12]([C:15]([O:17][C:18]([CH3:21])([CH3:20])[CH3:19])=[O:16])[CH2:11][CH2:10]3)=[CH:4][CH:3]=2)[O:24]1, predict the reactants needed to synthesize it. The reactants are: Br[C:2]1[CH:7]=[CH:6][C:5]([NH:8][CH:9]2[CH2:14][CH2:13][N:12]([C:15]([O:17][C:18]([CH3:21])([CH3:20])[CH3:19])=[O:16])[CH2:11][CH2:10]2)=[CH:4][CH:3]=1.[CH3:22][C:23]1([CH3:39])[C:27]([CH3:29])([CH3:28])[O:26][B:25]([B:25]2[O:26][C:27]([CH3:29])([CH3:28])[C:23]([CH3:39])([CH3:22])[O:24]2)[O:24]1.C([O-])(=O)C.[K+].C(Cl)Cl.